This data is from Forward reaction prediction with 1.9M reactions from USPTO patents (1976-2016). The task is: Predict the product of the given reaction. (1) Given the reactants [NH2:1][C@@H:2]1[CH2:7][CH2:6][C:5]([F:9])([F:8])[CH2:4][C@@H:3]1[C:10]([O:12][CH2:13][CH3:14])=[O:11].[CH3:15][C:16]1[CH:20]=[CH:19][N:18]([C:21]2[CH:29]=[CH:28][C:24]([C:25](O)=[O:26])=[CH:23][CH:22]=2)[N:17]=1.Cl.CN(C)CCCN=C=NCC.N1(O)C2C=CC=CC=2N=N1.C(=O)([O-])O.[Na+], predict the reaction product. The product is: [F:8][C:5]1([F:9])[CH2:4][C@H:3]([C:10]([O:12][CH2:13][CH3:14])=[O:11])[C@H:2]([NH:1][C:25]([C:24]2[CH:23]=[CH:22][C:21]([N:18]3[CH:19]=[CH:20][C:16]([CH3:15])=[N:17]3)=[CH:29][CH:28]=2)=[O:26])[CH2:7][CH2:6]1. (2) Given the reactants [N+:1]([C:4]1[CH:12]=[CH:11][C:7]2[N:8]=C[S:10][C:6]=2[CH:5]=1)([O-:3])=[O:2].NN, predict the reaction product. The product is: [NH2:8][C:7]1[CH:11]=[CH:12][C:4]([N+:1]([O-:3])=[O:2])=[CH:5][C:6]=1[SH:10]. (3) Given the reactants [F:1][C:2]1[CH:7]=[C:6]([F:8])[CH:5]=[CH:4][C:3]=1[C:9]1[C:10]2[N:18]([CH3:19])[C:17](=[O:20])[C:16](C(O)=O)=[CH:15][C:11]=2[CH:12]=[N:13][N:14]=1.C1COCC1.O.O.C([O-])(=O)C.[Li+].C1C(=O)N([Br:43])C(=O)C1, predict the reaction product. The product is: [Br:43][C:16]1[C:17](=[O:20])[N:18]([CH3:19])[C:10]2[C:9]([C:3]3[CH:4]=[CH:5][C:6]([F:8])=[CH:7][C:2]=3[F:1])=[N:14][N:13]=[CH:12][C:11]=2[CH:15]=1. (4) Given the reactants Br[C:2]1[C:10]2[C:5](=[CH:6][CH:7]=[C:8]([C:11]#[N:12])[CH:9]=2)[N:4]([CH:13]2[CH2:18][CH2:17][CH2:16][CH2:15][O:14]2)[N:3]=1.[OH:19][C:20]1[CH:21]=[C:22](B(O)O)[CH:23]=[CH:24][CH:25]=1.P([O-])([O-])([O-])=O.[K+].[K+].[K+], predict the reaction product. The product is: [OH:19][C:20]1[CH:25]=[C:24]([C:2]2[C:10]3[C:5](=[CH:6][CH:7]=[C:8]([C:11]#[N:12])[CH:9]=3)[N:4]([CH:13]3[CH2:18][CH2:17][CH2:16][CH2:15][O:14]3)[N:3]=2)[CH:23]=[CH:22][CH:21]=1. (5) Given the reactants [Br:1][C:2]1[C:10]([CH3:11])=[CH:9][CH:8]=[CH:7][C:3]=1[C:4]([OH:6])=O.S(Cl)(Cl)=O.[NH:16]1[CH2:20][CH2:19][CH2:18][CH2:17]1.CCN(C(C)C)C(C)C, predict the reaction product. The product is: [Br:1][C:2]1[C:10]([CH3:11])=[CH:9][CH:8]=[CH:7][C:3]=1[C:4]([N:16]1[CH2:20][CH2:19][CH2:18][CH2:17]1)=[O:6]. (6) Given the reactants [N+:1]([C:4]1[CH:9]=[CH:8][CH:7]=[CH:6][C:5]=1[CH3:10])([O-:3])=[O:2].[C:11](#[N:14])[CH:12]=[CH2:13], predict the reaction product. The product is: [N+:1]([C:4]1[CH:9]=[CH:8][CH:7]=[CH:6][C:5]=1[CH2:10][CH2:13][CH2:12][C:11]#[N:14])([O-:3])=[O:2]. (7) Given the reactants [Br:1][C:2]1[CH:15]=[CH:14][C:5]([N:6]=[CH:7][C:8]2[CH:13]=[CH:12][N:11]=[CH:10][CH:9]=2)=[CH:4][CH:3]=1.C1(C)C=CC(S(C[C:26]#[N:27])(=O)=O)=CC=1.[C:29]([O-])([O-])=O.[K+].[K+].O, predict the reaction product. The product is: [Br:1][C:2]1[CH:15]=[CH:14][C:5]([N:6]2[C:7]([C:8]3[CH:9]=[CH:10][N:11]=[CH:12][CH:13]=3)=[CH:26][N:27]=[CH:29]2)=[CH:4][CH:3]=1. (8) Given the reactants [CH:1]1[C:10]2[C:5](=[CH:6][CH:7]=[CH:8][CH:9]=2)[CH:4]=[CH:3][C:2]=1[SH:11].CO, predict the reaction product. The product is: [CH:1]1[C:10]2[C:5](=[CH:6][CH:7]=[CH:8][CH:9]=2)[CH:4]=[CH:3][C:2]=1[S:11][C:3]1[CH:2]=[CH:1][C:10]2[C:5](=[CH:6][CH:7]=[CH:8][CH:9]=2)[CH:4]=1. (9) Given the reactants C([O:4][C:5]1[C:22]([I:23])=[CH:21][C:20]2[C@@H:19]3[C@H:10]([C@H:11]4[C@@:15]([CH2:17][CH2:18]3)([CH3:16])[C:14](=[O:24])[CH2:13][CH2:12]4)[C@@H:9]([O:25]C(=O)C)[CH2:8][C:7]=2[CH:6]=1)(=O)C.C[O-].[Na+], predict the reaction product. The product is: [OH:4][C:5]1[C:22]([I:23])=[CH:21][C:20]2[C@@H:19]3[C@H:10]([C@H:11]4[C@@:15]([CH2:17][CH2:18]3)([CH3:16])[C:14](=[O:24])[CH2:13][CH2:12]4)[C@@H:9]([OH:25])[CH2:8][C:7]=2[CH:6]=1.